This data is from Forward reaction prediction with 1.9M reactions from USPTO patents (1976-2016). The task is: Predict the product of the given reaction. (1) Given the reactants Br[CH2:2][C:3]1[C:12]2[C:7](=[C:8]([F:14])[C:9]([F:13])=[CH:10][CH:11]=2)[NH:6][C:5](=[O:15])[CH:4]=1.[CH:16]1([C:20]2[NH:24][C:23]3[CH:25]=[CH:26][CH:27]=[CH:28][C:22]=3[N:21]=2)[CH2:19][CH2:18][CH2:17]1, predict the reaction product. The product is: [CH:16]1([C:20]2[N:21]([CH2:2][C:3]3[C:12]4[C:7](=[C:8]([F:14])[C:9]([F:13])=[CH:10][CH:11]=4)[NH:6][C:5](=[O:15])[CH:4]=3)[C:22]3[CH:28]=[CH:27][CH:26]=[CH:25][C:23]=3[N:24]=2)[CH2:17][CH2:18][CH2:19]1. (2) Given the reactants [CH3:1][N:2]1[CH:6]=[CH:5][C:4]([C:7]2[CH:8]=[N:9][NH:10][C:11]=2[NH2:12])=[N:3]1.[Cl:13][C:14]1[CH:19]=[CH:18][C:17]([C:20](=O)[CH2:21][C:22](OCC)=[O:23])=[CH:16][C:15]=1[O:28][CH3:29].CC1C=CC(S(O)(=O)=O)=CC=1, predict the reaction product. The product is: [Cl:13][C:14]1[CH:19]=[CH:18][C:17]([C:20]2[NH:12][C:11]3[N:10]([N:9]=[CH:8][C:7]=3[C:4]3[CH:5]=[CH:6][N:2]([CH3:1])[N:3]=3)[C:22](=[O:23])[CH:21]=2)=[CH:16][C:15]=1[O:28][CH3:29]. (3) Given the reactants [Cl:1][C:2]1[CH:22]=[CH:21][C:20]([F:23])=[CH:19][C:3]=1[O:4][C:5]1[CH:10]=[CH:9][C:8]([N:11]2[CH:15]=[C:14]([C:16](O)=[O:17])[CH:13]=[N:12]2)=[CH:7][CH:6]=1.CN(C=O)C.C(Cl)(=O)C([Cl:32])=O, predict the reaction product. The product is: [Cl:1][C:2]1[CH:22]=[CH:21][C:20]([F:23])=[CH:19][C:3]=1[O:4][C:5]1[CH:10]=[CH:9][C:8]([N:11]2[CH:15]=[C:14]([C:16]([Cl:32])=[O:17])[CH:13]=[N:12]2)=[CH:7][CH:6]=1. (4) Given the reactants [H-].[Na+].[OH:3][CH:4]([C:22]1[CH:30]=[C:29]([O:31][CH3:32])[C:25]2[O:26][CH2:27][O:28][C:24]=2[CH:23]=1)[C:5]1[CH:10]=[CH:9][CH:8]=[CH:7][C:6]=1[S:11]([NH:14][C:15]1[CH:20]=[CH:19][CH:18]=[CH:17][C:16]=1[CH3:21])(=[O:13])=[O:12].Br[CH2:34][C:35]([O:37][CH3:38])=[O:36], predict the reaction product. The product is: [CH3:38][O:37][C:35](=[O:36])[CH2:34][N:14]([S:11]([C:6]1[CH:7]=[CH:8][CH:9]=[CH:10][C:5]=1[CH:4]([OH:3])[C:22]1[CH:30]=[C:29]([O:31][CH3:32])[C:25]2[O:26][CH2:27][O:28][C:24]=2[CH:23]=1)(=[O:12])=[O:13])[C:15]1[CH:20]=[CH:19][CH:18]=[CH:17][C:16]=1[CH3:21].